Dataset: Catalyst prediction with 721,799 reactions and 888 catalyst types from USPTO. Task: Predict which catalyst facilitates the given reaction. (1) Reactant: [CH:1]1([C:4]2[N:8]([C:9]3[CH:28]=[CH:27][C:12]([C:13]([NH:15][CH2:16][C:17]4[CH:18]=[C:19]5[C:24](=[CH:25][CH:26]=4)[N:23]=[CH:22][CH:21]=[CH:20]5)=[O:14])=[CH:11][C:10]=3[F:29])[N:7]=[C:6]([C:30]([F:33])([F:32])[F:31])[CH:5]=2)[CH2:3][CH2:2]1.[ClH:34]. Product: [ClH:34].[CH:1]1([C:4]2[N:8]([C:9]3[CH:28]=[CH:27][C:12]([C:13]([NH:15][CH2:16][C:17]4[CH:18]=[C:19]5[C:24](=[CH:25][CH:26]=4)[N:23]=[CH:22][CH:21]=[CH:20]5)=[O:14])=[CH:11][C:10]=3[F:29])[N:7]=[C:6]([C:30]([F:31])([F:33])[F:32])[CH:5]=2)[CH2:3][CH2:2]1. The catalyst class is: 165. (2) Reactant: [N+:1]([C:4]1[CH:12]=[C:11]2[C:7]([CH:8]=[CH:9][NH:10]2)=[CH:6][CH:5]=1)([O-])=O.[CH2:13](Br)[C:14]1[CH:19]=[CH:18][CH:17]=[CH:16][CH:15]=1. Product: [CH2:13]([N:10]1[C:11]2[C:7](=[CH:6][CH:5]=[C:4]([NH2:1])[CH:12]=2)[CH:8]=[CH:9]1)[C:14]1[CH:19]=[CH:18][CH:17]=[CH:16][CH:15]=1. The catalyst class is: 23.